This data is from Reaction yield outcomes from USPTO patents with 853,638 reactions. The task is: Predict the reaction yield, written as a fraction of the theoretical maximum amount of product (1.0 means a 100% yield; for example, 0.34 means a 34% yield). The reactants are [Cl:1][C:2]1[CH:23]=[C:22]([Cl:24])[CH:21]=[CH:20][C:3]=1[CH2:4][N:5]1[C:9](/[CH:10]=[CH:11]/[C:12]([O:14][CH2:15][CH3:16])=[O:13])=[CH:8][C:7]([CH:17]([CH3:19])[CH3:18])=[N:6]1. The catalyst is [C].[Pd].O1CCCC1. The product is [Cl:1][C:2]1[CH:23]=[C:22]([Cl:24])[CH:21]=[CH:20][C:3]=1[CH2:4][N:5]1[C:9]([CH2:10][CH2:11][C:12]([O:14][CH2:15][CH3:16])=[O:13])=[CH:8][C:7]([CH:17]([CH3:19])[CH3:18])=[N:6]1. The yield is 0.760.